This data is from Experimentally validated miRNA-target interactions with 360,000+ pairs, plus equal number of negative samples. The task is: Binary Classification. Given a miRNA mature sequence and a target amino acid sequence, predict their likelihood of interaction. (1) The miRNA is rno-miR-429 with sequence UAAUACUGUCUGGUAAUGCCGU. The protein sequence of the target gene is MAHVSSETQDVSPKDELTASEASTRSPLCEHTFPGDSDLRSMIEEHAFQVLSQGSLLESPSYTVCVSEPDKDDDFLSLNFPRKLWKIVESDQFKSISWDENGTCIVINEELFKKEILETKAPYRIFQTDAIKSFVRQLNLYGFSKIQQNFQRSAFLATFLSEEKESSVLSKLKFYYNPNFKRGYPQLLVRVKRRIGVKNASPISTLFNEDFNKKHFRAGANMENHNSALAAEASEESLFSASKNLNMPLTRESSVRQIIANSSVPIRSGFPPPSPSTSVGPSEQIATDQHAILNQLTTIH.... Result: 0 (no interaction). (2) The miRNA is hsa-miR-130b-3p with sequence CAGUGCAAUGAUGAAAGGGCAU. The protein sequence of the target gene is MAPQMYEFHLPLSPEELLKSGGVNQYVVQEVLSIKHLPPQLRAFQAAFRAQGPLAMLQHFDTIYSILHHFRSIDPGLKEDTLQFLIKVVSRHSQELPAILDDTTLSGSDRNAHLNALKMNCYALIRLLESFETMASQTNLVDLDLGGKGKKARTKAAHGFDWEEERQPILQLLTQLLQLDIRHLWNHSIIEEEFVSLVTGCCYRLLENPTINHQKNRPTREAITHLLGVALTRYNHMLSATVKIIQMLQHFEHLAPVLVAAVSLWATDYGMKSIVGEIVREIGQKCPQELSRDPSGTKGF.... Result: 1 (interaction). (3) The miRNA is mmu-miR-3095-3p with sequence UGGACACUGGAGAGAGAGCUUUU. The protein sequence of the target gene is MAQRSGKITLYEGKHFTGQKLEVFGDCDNFQDRGFMNRVNSIHVESGAWVCFNHPDFRGQQFILEHGDYPDFFRWNSHSDHMGSCRPVGMHGEHFRLEIFEGCNFTGQCLEFLEDSPFLQSRGWVKNCVNTIKVYGDGAAWSPRSFGAEDFQLSSSLQSDQGPEEATTKPATTQPPFLTANL. Result: 0 (no interaction). (4) The miRNA is hsa-miR-6504-3p with sequence CAUUACAGCACAGCCAUUCU. The protein sequence of the target gene is MNKMPAGEQECEYNKEGKYYSKGVKLVRKKKKIPGYRWGDIKINIIGEKDDLPIHFCDKCDLPIKIYGRIIPCKHAFCYHCANLYDKVGYKVCPRCRYPVLRIEAHKRGSVFMCSIVQQCKRTYLSQKSLQAHIKRRHKRARKQVTSASLEKVRPHIAPPQTEISDIPKRLQDRDHLSYIPPEQHTMVSLPSVQHMLQEQHNQPHKDIQAPPPELSLSLPFPIQWETVSIFTRKHGNLTVDHIQNNSDSGAKKPTPPDYYPECQSQPAVSSPHHIIPQKQHYAPPPSPSSPVNHQMPYPP.... Result: 0 (no interaction).